From a dataset of Full USPTO retrosynthesis dataset with 1.9M reactions from patents (1976-2016). Predict the reactants needed to synthesize the given product. (1) The reactants are: C(OC([NH:11][CH:12]1[CH:17]([NH:18][C:19]([O:21][CH2:22][CH2:23][Si:24]([CH3:27])([CH3:26])[CH3:25])=[O:20])[CH2:16][CH2:15][CH:14]([C:28]([O:30][CH2:31][CH3:32])=[O:29])[CH2:13]1)=O)C1C=CC=CC=1.[H][H]. Given the product [NH2:11][CH:12]1[CH:17]([NH:18][C:19]([O:21][CH2:22][CH2:23][Si:24]([CH3:27])([CH3:25])[CH3:26])=[O:20])[CH2:16][CH2:15][CH:14]([C:28]([O:30][CH2:31][CH3:32])=[O:29])[CH2:13]1, predict the reactants needed to synthesize it. (2) Given the product [NH2:1][C:2]1[C:7]([C:8]2[S:9][C:10]3[CH:16]=[CH:15][C:14]([C:17]([NH:23][C:22]4[CH:24]=[C:25]([CH3:28])[CH:26]=[CH:27][C:21]=4[F:20])=[O:19])=[CH:13][C:11]=3[CH:12]=2)=[CH:6][CH:5]=[CH:4][N:3]=1, predict the reactants needed to synthesize it. The reactants are: [NH2:1][C:2]1[C:7]([C:8]2[S:9][C:10]3[CH:16]=[CH:15][C:14]([C:17]([OH:19])=O)=[CH:13][C:11]=3[CH:12]=2)=[CH:6][CH:5]=[CH:4][N:3]=1.[F:20][C:21]1[CH:27]=[CH:26][C:25]([CH3:28])=[CH:24][C:22]=1[NH2:23].CCN=C=NCCCN(C)C.Cl. (3) Given the product [F:29][C:23]1[CH:24]=[C:25]([F:28])[CH:26]=[CH:27][C:22]=1[CH2:21][CH2:20][C:15]1[CH:16]=[C:17]2[C:12](=[N:13][C:14]=1[O:30][CH3:31])[N:11]([C@@H:32]([CH:33]([CH3:35])[CH3:34])[CH2:36][OH:37])[CH:10]=[C:9]([C:7]([OH:8])=[O:6])[C:18]2=[O:19], predict the reactants needed to synthesize it. The reactants are: C[O-].[Na+].C([O:6][C:7]([C:9]1[C:18](=[O:19])[C:17]2[C:12](=[N:13][C:14]([O:30][CH3:31])=[C:15]([CH2:20][CH2:21][C:22]3[CH:27]=[CH:26][C:25]([F:28])=[CH:24][C:23]=3[F:29])[CH:16]=2)[N:11]([C@H:32]([C:36](C)(C)[O:37][SiH2]C(C)(C)C)[CH:33]([CH3:35])[CH3:34])[CH:10]=1)=[O:8])C. (4) Given the product [C:55]([O:59][C:60]([N:62]1[C:70]2[C:65](=[CH:66][CH:67]=[C:68]([NH:71][C:48]3[CH:53]=[CH:52][CH:51]=[CH:50][C:49]=3[F:54])[CH:69]=2)[C:64]([C:72]2[CH:77]=[CH:76][CH:75]=[CH:74][CH:73]=2)=[N:63]1)=[O:61])([CH3:58])([CH3:56])[CH3:57], predict the reactants needed to synthesize it. The reactants are: C1C=CC(P(C2C=CC3C(=CC=CC=3)C=2C2C3C(=CC=CC=3)C=CC=2P(C2C=CC=CC=2)C2C=CC=CC=2)C2C=CC=CC=2)=CC=1.Br[C:48]1[CH:53]=[CH:52][CH:51]=[CH:50][C:49]=1[F:54].[C:55]([O:59][C:60]([N:62]1[C:70]2[C:65](=[CH:66][CH:67]=[C:68]([NH2:71])[CH:69]=2)[C:64]([C:72]2[CH:77]=[CH:76][CH:75]=[CH:74][CH:73]=2)=[N:63]1)=[O:61])([CH3:58])([CH3:57])[CH3:56].C(=O)([O-])[O-].[Cs+].[Cs+]. (5) Given the product [NH2:40][C:41]1[N:46]=[CH:45][N:44]=[C:43]2[N:47]([CH:51]([C:53]3[C:54]([O:67][CH2:68][CH3:69])=[C:55]([CH:61]4[CH2:65][NH:64][C:63](=[O:66])[CH2:62]4)[C:56]([F:60])=[C:57]([Cl:59])[CH:58]=3)[CH3:52])[N:48]=[C:49]([CH3:50])[C:42]=12, predict the reactants needed to synthesize it. The reactants are: ClC1C(F)=C(C2CNC(=O)C2)C(OCC)=C(C(Cl)C)C=1.CC1C2C(=NC=NC=2N)NN=1.C(=O)([O-])[O-].[Cs+].[Cs+].[I-].[K+].[NH2:40][C:41]1[N:46]=[CH:45][N:44]=[C:43]2[N:47]([C@H:51]([C:53]3[C:54]([O:67][CH2:68][CH3:69])=[C:55]([C@@H:61]4[CH2:65][NH:64][C:63](=[O:66])[CH2:62]4)[C:56]([F:60])=[C:57]([Cl:59])[CH:58]=3)[CH3:52])[N:48]=[C:49]([CH3:50])[C:42]=12.NC1N=CN=C2N([C@@H](C3C(OCC)=C([C@H]4CNC(=O)C4)C(F)=C(Cl)C=3)C)N=C(C)C=12.NC1N=CN=C2N([C@@H](C3C(OCC)=C([C@@H]4CNC(=O)C4)C(F)=C(Cl)C=3)C)N=C(C)C=12.